This data is from Full USPTO retrosynthesis dataset with 1.9M reactions from patents (1976-2016). The task is: Predict the reactants needed to synthesize the given product. (1) Given the product [Br:1][C:2]1[CH:3]=[C:4]([CH:8]=[C:9]([O:25][CH3:24])[CH:10]=1)[C:5]([O:7][CH3:12])=[O:6], predict the reactants needed to synthesize it. The reactants are: [Br:1][C:2]1[CH:3]=[C:4]([CH:8]=[C:9](O)[CH:10]=1)[C:5]([OH:7])=[O:6].[C:12]([O-])([O-])=O.[Cs+].[Cs+].CI.O.CN([CH:24]=[O:25])C. (2) The reactants are: Br[C:2]1[CH:3]=[C:4]2[C:9](=[CH:10][CH:11]=1)[N:8]=[CH:7][N:6]=[C:5]2[C:12]1[CH:13]=[C:14]([C:18]([N:20]2[CH2:25][CH2:24][N:23]([CH3:26])[CH2:22][CH2:21]2)=[O:19])[CH:15]=[CH:16][CH:17]=1.C(O[C:32](=O)[N:33](C)[C:34]1[C:39]([CH3:40])=[CH:38][C:37](B2OC(C)(C)C(C)(C)O2)=[CH:36][N:35]=1)(C)(C)C.C([O-])([O-])=O.[Na+].[Na+].C(O)(C(F)(F)F)=O. Given the product [CH3:40][C:39]1[CH:38]=[C:37]([C:2]2[CH:3]=[C:4]3[C:9](=[CH:10][CH:11]=2)[N:8]=[CH:7][N:6]=[C:5]3[C:12]2[CH:13]=[C:14]([C:18]([N:20]3[CH2:25][CH2:24][N:23]([CH3:26])[CH2:22][CH2:21]3)=[O:19])[CH:15]=[CH:16][CH:17]=2)[CH:36]=[N:35][C:34]=1[NH:33][CH3:32], predict the reactants needed to synthesize it. (3) Given the product [C:1]([O:5][C:6](=[O:23])[NH:7][CH:8]([C:15]1[CH:20]=[CH:19][C:18]([Cl:21])=[C:17]([Cl:22])[CH:16]=1)[C:9]([C:25]1[CH:38]=[CH:37][C:28]([O:29][Si:30]([C:33]([CH3:36])([CH3:35])[CH3:34])([CH3:31])[CH3:32])=[CH:27][CH:26]=1)=[O:14])([CH3:2])([CH3:3])[CH3:4], predict the reactants needed to synthesize it. The reactants are: [C:1]([O:5][C:6](=[O:23])[NH:7][CH:8]([C:15]1[CH:20]=[CH:19][C:18]([Cl:21])=[C:17]([Cl:22])[CH:16]=1)[C:9](=[O:14])N(OC)C)([CH3:4])([CH3:3])[CH3:2].Br[C:25]1[CH:38]=[CH:37][C:28]([O:29][Si:30]([C:33]([CH3:36])([CH3:35])[CH3:34])([CH3:32])[CH3:31])=[CH:27][CH:26]=1.